This data is from Forward reaction prediction with 1.9M reactions from USPTO patents (1976-2016). The task is: Predict the product of the given reaction. (1) Given the reactants [CH2:1]([O:5][C:6]1[CH:7]=[C:8]([CH:18]=[CH:19][C:20]([OH:22])=O)[CH:9]=[C:10]([O:13][CH2:14][CH2:15][CH2:16][CH3:17])[C:11]=1[OH:12])[CH2:2][CH2:3][CH3:4].[NH2:23][CH2:24][CH2:25][C:26]1[CH:31]=[C:30]([C:32]([CH3:35])([CH3:34])[CH3:33])[C:29]([OH:36])=[C:28]([C:37]([CH3:40])([CH3:39])[CH3:38])[CH:27]=1.C1C=CC2N(O)N=NC=2C=1.C1CCC(N=C=NC2CCCCC2)CC1, predict the reaction product. The product is: [CH2:14]([O:13][C:10]1[CH:9]=[C:8]([CH:18]=[CH:19][C:20]([NH:23][CH2:24][CH2:25][C:26]2[CH:31]=[C:30]([C:32]([CH3:33])([CH3:35])[CH3:34])[C:29]([OH:36])=[C:28]([C:37]([CH3:40])([CH3:39])[CH3:38])[CH:27]=2)=[O:22])[CH:7]=[C:6]([O:5][CH2:1][CH2:2][CH2:3][CH3:4])[C:11]=1[OH:12])[CH2:15][CH2:16][CH3:17]. (2) Given the reactants [H-].[Na+].[C:3]([O:7][C:8]([N:10]1[CH2:15][CH2:14][C@H:13]([O:16][CH2:17][O:18][CH3:19])[C@H:12]([CH2:20][OH:21])[CH2:11]1)=[O:9])([CH3:6])([CH3:5])[CH3:4].[CH2:22]([C:26]1[N:27]=[N:28][C:29](Cl)=[CH:30][C:31]=1[C:32]1[CH:37]=[CH:36][C:35]([O:38][CH:39]2[CH2:44][CH2:43][CH2:42][CH2:41][CH2:40]2)=[CH:34][CH:33]=1)[CH2:23][CH2:24][CH3:25].CO, predict the reaction product. The product is: [C:3]([O:7][C:8]([N:10]1[CH2:15][CH2:14][C@H:13]([O:16][CH2:17][O:18][CH3:19])[C@H:12]([CH2:20][O:21][C:29]2[N:28]=[N:27][C:26]([CH2:22][CH2:23][CH2:24][CH3:25])=[C:31]([C:32]3[CH:33]=[CH:34][C:35]([O:38][CH:39]4[CH2:44][CH2:43][CH2:42][CH2:41][CH2:40]4)=[CH:36][CH:37]=3)[CH:30]=2)[CH2:11]1)=[O:9])([CH3:6])([CH3:5])[CH3:4]. (3) The product is: [CH2:5]([N:12]1[C:16]2[CH:17]=[C:32]([C:33]([O:35][CH2:36][CH3:37])=[O:34])[NH:29][C:15]=2[C:14]([N:19]([CH3:28])[S:20]([C:23]2[S:24][CH:25]=[CH:26][CH:27]=2)(=[O:22])=[O:21])=[CH:13]1)[C:6]1[CH:7]=[CH:8][CH:9]=[CH:10][CH:11]=1. Given the reactants [O-]CC.[Na+].[CH2:5]([N:12]1[C:16]([CH:17]=O)=[CH:15][C:14]([N:19]([CH3:28])[S:20]([C:23]2[S:24][CH:25]=[CH:26][CH:27]=2)(=[O:22])=[O:21])=[CH:13]1)[C:6]1[CH:11]=[CH:10][CH:9]=[CH:8][CH:7]=1.[N:29]([CH2:32][C:33]([O:35][CH2:36][CH3:37])=[O:34])=[N+]=[N-].[Cl-].[NH4+], predict the reaction product. (4) Given the reactants [CH3:1][CH:2]1[CH2:7][CH2:6][N:5]([CH:8]2[CH2:13][CH2:12][NH:11][CH2:10][CH2:9]2)[CH2:4][CH2:3]1.[Cl:14][C:15]1[CH:20]=[C:19]([Cl:21])[CH:18]=[C:17]([CH3:22])[C:16]=1[S:23](Cl)(=[O:25])=[O:24], predict the reaction product. The product is: [Cl:14][C:15]1[CH:20]=[C:19]([Cl:21])[CH:18]=[C:17]([CH3:22])[C:16]=1[S:23]([N:11]1[CH2:12][CH2:13][CH:8]([N:5]2[CH2:6][CH2:7][CH:2]([CH3:1])[CH2:3][CH2:4]2)[CH2:9][CH2:10]1)(=[O:25])=[O:24]. (5) Given the reactants [CH2:1]([C:3]1[N:7]([C:8]2[C:16]3[O:15][CH2:14][C@H:13]([N:17](C(=O)C(F)(F)F)[C:18]4[CH:31]=[CH:30][C:21]5[C@H:22]([CH2:25][C:26]([O:28]C)=[O:27])[CH2:23][O:24][C:20]=5[CH:19]=4)[C:12]=3[CH:11]=[CH:10][CH:9]=2)[C:6]2[CH:38]=[C:39]([F:42])[CH:40]=[CH:41][C:5]=2[N:4]=1)[CH3:2].[OH-].[Na+].Cl, predict the reaction product. The product is: [CH2:1]([C:3]1[N:7]([C:8]2[C:16]3[O:15][CH2:14][C@H:13]([NH:17][C:18]4[CH:31]=[CH:30][C:21]5[C@H:22]([CH2:25][C:26]([OH:28])=[O:27])[CH2:23][O:24][C:20]=5[CH:19]=4)[C:12]=3[CH:11]=[CH:10][CH:9]=2)[C:6]2[CH:38]=[C:39]([F:42])[CH:40]=[CH:41][C:5]=2[N:4]=1)[CH3:2].